Dataset: Catalyst prediction with 721,799 reactions and 888 catalyst types from USPTO. Task: Predict which catalyst facilitates the given reaction. (1) Product: [C:1]([C:5]1[CH:6]=[CH:7][C:8]([C@@H:11]2[O:15][C:14](=[O:16])[N:13]([CH2:18][CH3:19])[C@H:12]2[CH3:17])=[CH:9][CH:10]=1)([CH3:4])([CH3:2])[CH3:3]. Reactant: [C:1]([C:5]1[CH:10]=[CH:9][C:8]([C@@H:11]2[O:15][C:14](=[O:16])[NH:13][C@H:12]2[CH3:17])=[CH:7][CH:6]=1)([CH3:4])([CH3:3])[CH3:2].[CH3:18][C:19](C)([O-])C.[K+].ICC.O. The catalyst class is: 348. (2) Reactant: [CH2:1]([C:8]1[O:12][N:11]=[C:10]([CH2:13][S:14]([C:16]2[CH:31]=[CH:30][C:19]([CH2:20][CH2:21][NH:22]C(=O)OC(C)(C)C)=[CH:18][CH:17]=2)=[O:15])[N:9]=1)[C:2]1[CH:7]=[CH:6][CH:5]=[CH:4][CH:3]=1.FC(F)(F)C(O)=O. The catalyst class is: 98. Product: [CH2:1]([C:8]1[O:12][N:11]=[C:10]([CH2:13][S:14]([C:16]2[CH:17]=[CH:18][C:19]([CH2:20][CH2:21][NH2:22])=[CH:30][CH:31]=2)=[O:15])[N:9]=1)[C:2]1[CH:3]=[CH:4][CH:5]=[CH:6][CH:7]=1. (3) Reactant: [NH:1]1[C:10]2[C:5](=[CH:6][CH:7]=[CH:8][CH:9]=2)[CH2:4][CH2:3][CH:2]1[CH2:11][NH:12][C:13]([NH:15][C:16]1[CH:24]=[CH:23][CH:22]=[C:21]2[C:17]=1[CH:18]=[N:19][N:20]2[C:25]([O:27][CH3:28])=[O:26])=[O:14].C(N(CC)CC)C.[F:36][C:37]([F:50])([F:49])[S:38](O[S:38]([C:37]([F:50])([F:49])[F:36])(=[O:40])=[O:39])(=[O:40])=[O:39]. Product: [F:36][C:37]([F:50])([F:49])[S:38]([N:1]1[C:10]2[C:5](=[CH:6][CH:7]=[CH:8][CH:9]=2)[CH2:4][CH2:3][CH:2]1[CH2:11][NH:12][C:13]([NH:15][C:16]1[CH:24]=[CH:23][CH:22]=[C:21]2[C:17]=1[CH:18]=[N:19][N:20]2[C:25]([O:27][CH3:28])=[O:26])=[O:14])(=[O:40])=[O:39]. The catalyst class is: 4. (4) Reactant: [Br:1][C:2]1[CH:3]=[CH:4][C:5]([C:8]([CH3:12])([CH3:11])[C:9]#N)=[N:6][CH:7]=1.CC(C[AlH]CC(C)C)C.C1C[O:25]CC1.Cl.C(=O)(O)[O-].[Na+]. Product: [Br:1][C:2]1[CH:3]=[CH:4][C:5]([C:8]([CH3:12])([CH3:11])[CH:9]=[O:25])=[N:6][CH:7]=1. The catalyst class is: 4.